From a dataset of Full USPTO retrosynthesis dataset with 1.9M reactions from patents (1976-2016). Predict the reactants needed to synthesize the given product. (1) The reactants are: [CH3:1][NH:2][S:3]([C:6]1[CH:7]=[CH:8][C:9]2[S:13][C:12]3[CH:14]=[CH:15][C:16]([S:18](Cl)(=[O:20])=[O:19])=[CH:17][C:11]=3[C:10]=2[CH:22]=1)(=[O:5])=[O:4].[NH2:23][C:24]1[CH:29]=[CH:28][CH:27]=[CH:26][C:25]=1[S:30]([NH2:33])(=[O:32])=[O:31]. Given the product [CH3:1][NH:2][S:3]([C:6]1[CH:7]=[CH:8][C:9]2[S:13][C:12]3[CH:14]=[CH:15][C:16]([S:18]([NH:23][C:24]4[CH:29]=[CH:28][CH:27]=[CH:26][C:25]=4[S:30](=[O:32])(=[O:31])[NH2:33])(=[O:20])=[O:19])=[CH:17][C:11]=3[C:10]=2[CH:22]=1)(=[O:5])=[O:4], predict the reactants needed to synthesize it. (2) Given the product [F:20][C:21]1[CH:27]=[CH:26][C:24]([NH:25][C:4]([C:6]2[CH:11]=[C:10]([C:12]3[CH:13]=[N:14][CH:15]=[C:16]([F:18])[CH:17]=3)[CH:9]=[C:8]([CH3:19])[N:7]=2)=[O:5])=[CH:23][CH:22]=1, predict the reactants needed to synthesize it. The reactants are: C(O[C:4]([C:6]1[CH:11]=[C:10]([C:12]2[CH:13]=[N:14][CH:15]=[C:16]([F:18])[CH:17]=2)[CH:9]=[C:8]([CH3:19])[N:7]=1)=[O:5])C.[F:20][C:21]1[CH:27]=[CH:26][C:24]([NH2:25])=[CH:23][CH:22]=1.